From a dataset of Peptide-MHC class I binding affinity with 185,985 pairs from IEDB/IMGT. Regression. Given a peptide amino acid sequence and an MHC pseudo amino acid sequence, predict their binding affinity value. This is MHC class I binding data. (1) The peptide sequence is IPHDLMEFI. The MHC is HLA-B53:01 with pseudo-sequence HLA-B53:01. The binding affinity (normalized) is 0.828. (2) The peptide sequence is ETMKPAAMV. The MHC is HLA-B07:02 with pseudo-sequence HLA-B07:02. The binding affinity (normalized) is 0.0847. (3) The peptide sequence is IRHNKDRKV. The MHC is HLA-B40:01 with pseudo-sequence HLA-B40:01. The binding affinity (normalized) is 0.0847. (4) The peptide sequence is RGPRLNTL. The MHC is H-2-Dd with pseudo-sequence H-2-Dd. The binding affinity (normalized) is 0.518. (5) The peptide sequence is ITWETPMIW. The MHC is HLA-B35:01 with pseudo-sequence HLA-B35:01. The binding affinity (normalized) is 0.0847. (6) The binding affinity (normalized) is 0.510. The MHC is HLA-A33:01 with pseudo-sequence HLA-A33:01. The peptide sequence is VSILASSLLR. (7) The peptide sequence is GLIQYPTAW. The MHC is HLA-B27:03 with pseudo-sequence HLA-B27:03. The binding affinity (normalized) is 0.0847. (8) The peptide sequence is WTEHRQVRY. The MHC is HLA-B07:02 with pseudo-sequence HLA-B07:02. The binding affinity (normalized) is 0.0847. (9) The peptide sequence is QGKQHLHSL. The MHC is HLA-A02:03 with pseudo-sequence HLA-A02:03. The binding affinity (normalized) is 0.383.